From a dataset of Catalyst prediction with 721,799 reactions and 888 catalyst types from USPTO. Predict which catalyst facilitates the given reaction. Reactant: [Cl-].[CH3:2][O:3][CH2:4][P+](C1C=CC=CC=1)(C1C=CC=CC=1)C1C=CC=CC=1.CC([O-])(C)C.[K+].[CH:30]([C:32]1[CH:41]=[CH:40][C:35]([C:36]([O:38][CH3:39])=[O:37])=[CH:34][CH:33]=1)=O. Product: [CH3:2][O:3]/[CH:4]=[CH:30]/[C:32]1[CH:41]=[CH:40][C:35]([C:36]([O:38][CH3:39])=[O:37])=[CH:34][CH:33]=1. The catalyst class is: 7.